The task is: Predict which catalyst facilitates the given reaction.. This data is from Catalyst prediction with 721,799 reactions and 888 catalyst types from USPTO. (1) Reactant: [NH2:1][C:2]1[CH:6]=[CH:5][S:4][C:3]=1[C:7]([O:9][CH3:10])=[O:8].[F:11][C:12]([F:24])([F:23])[C:13]1[CH:14]=[C:15]([S:19](Cl)(=[O:21])=[O:20])[CH:16]=[CH:17][CH:18]=1.N1C=CC=CC=1. Product: [F:24][C:12]([F:11])([F:23])[C:13]1[CH:14]=[C:15]([S:19]([NH:1][C:2]2[CH:6]=[CH:5][S:4][C:3]=2[C:7]([O:9][CH3:10])=[O:8])(=[O:20])=[O:21])[CH:16]=[CH:17][CH:18]=1. The catalyst class is: 4. (2) Reactant: C(O)(=O)C(O)=O.[NH2:7][C:8]1[C:13]([C:14]2[O:18][N:17]=[C:16]([CH2:19][OH:20])[CH:15]=2)=[CH:12][CH:11]=[CH:10][N:9]=1.[OH-].[Na+]. Product: [NH2:7][C:8]1[C:13]([C:14]2[O:18][N:17]=[C:16]([CH2:19][OH:20])[CH:15]=2)=[CH:12][CH:11]=[CH:10][N:9]=1. The catalyst class is: 6. (3) Reactant: Br[C:2]1[CH:3]=[CH:4][C:5]2[N:9]=[CH:8][N:7]([C:10]3[CH:15]=[CH:14][C:13]([O:16][CH3:17])=[CH:12][CH:11]=3)[C:6]=2[CH:18]=1.[F:19][C:20]1[CH:25]=[CH:24][C:23]([C:26]2[O:27][C:28]3[CH:38]=[C:37]([N:39]([CH3:44])[S:40]([CH3:43])(=[O:42])=[O:41])[C:36](B4OC(C)(C)C(C)(C)O4)=[CH:35][C:29]=3[C:30]=2[C:31]([NH:33][CH3:34])=[O:32])=[CH:22][CH:21]=1.[O-]P([O-])([O-])=O.[K+].[K+].[K+]. Product: [F:19][C:20]1[CH:25]=[CH:24][C:23]([C:26]2[O:27][C:28]3[CH:38]=[C:37]([N:39]([CH3:44])[S:40]([CH3:43])(=[O:41])=[O:42])[C:36]([C:2]4[CH:3]=[CH:4][C:5]5[N:9]=[CH:8][N:7]([C:10]6[CH:15]=[CH:14][C:13]([O:16][CH3:17])=[CH:12][CH:11]=6)[C:6]=5[CH:18]=4)=[CH:35][C:29]=3[C:30]=2[C:31]([NH:33][CH3:34])=[O:32])=[CH:22][CH:21]=1. The catalyst class is: 75. (4) Reactant: [CH3:1][CH:2]([CH3:12])[CH:3]([NH:5][C:6](=[O:11])[CH2:7][C:8](=[O:10])[CH3:9])[CH3:4].CO[CH:15](OC)[N:16]([CH3:18])[CH3:17]. Product: [CH3:15][N:16]([CH:18]=[C:7]([C:8](=[O:10])[CH3:9])[C:6]([NH:5][CH:3]([CH:2]([CH3:12])[CH3:1])[CH3:4])=[O:11])[CH3:17]. The catalyst class is: 9. (5) Reactant: F[C:2]1[CH:9]=[CH:8][C:5]([CH:6]=[O:7])=[CH:4][CH:3]=1.[N-:10]=[N+:11]=[N-:12].[Na+].O. Product: [N:10]([C:2]1[CH:9]=[CH:8][C:5]([CH:6]=[O:7])=[CH:4][CH:3]=1)=[N+:11]=[N-:12]. The catalyst class is: 16.